Predict the reaction yield, written as a fraction of the theoretical maximum amount of product (1.0 means a 100% yield; for example, 0.34 means a 34% yield). From a dataset of Reaction yield outcomes from USPTO patents with 853,638 reactions. (1) The reactants are Br[C:2]1[N:3]=[C:4]([C:20]2[C:21]([CH3:29])=[N:22][N:23]3[CH:28]=[CH:27][CH:26]=[CH:25][C:24]=23)[S:5][C:6]=1[C:7]1[N:11]=[CH:10][N:9](COCC[Si](C)(C)C)[N:8]=1.[OH:30][CH2:31][C:32]1[CH:37]=[CH:36][C:35](B(O)O)=[CH:34][CH:33]=1.C([O-])(O)=O.[Na+].FC(F)(F)C(O)=O. The catalyst is C(Cl)Cl.C1C=CC(P(C2C=CC=CC=2)[C-]2C=CC=C2)=CC=1.C1C=CC(P(C2C=CC=CC=2)[C-]2C=CC=C2)=CC=1.Cl[Pd]Cl.[Fe+2].COCCOC. The product is [CH3:29][C:21]1[C:20]([C:4]2[S:5][C:6]([C:7]3[N:11]=[CH:10][NH:9][N:8]=3)=[C:2]([C:35]3[CH:36]=[CH:37][C:32]([CH2:31][OH:30])=[CH:33][CH:34]=3)[N:3]=2)=[C:24]2[CH:25]=[CH:26][CH:27]=[CH:28][N:23]2[N:22]=1. The yield is 0.260. (2) The reactants are [C:1]([N:4]1[C:13]2[C:12]3=[N:14][C:15]([CH3:18])=[C:16]([CH3:17])[N:11]3[CH:10]=[CH:9][C:8]=2[C@@H:7]([OH:19])[C@H:6]([O:20]C(=O)C(C)(C)C)[C@H:5]1[C:27]1[CH:32]=[CH:31][CH:30]=[CH:29][CH:28]=1)(=[O:3])[CH3:2].C(=O)([O-])[O-].[K+].[K+]. The catalyst is CO. The product is [C:1]([N:4]1[C:13]2[C:12]3=[N:14][C:15]([CH3:18])=[C:16]([CH3:17])[N:11]3[CH:10]=[CH:9][C:8]=2[C@@H:7]([OH:19])[C@H:6]([OH:20])[C@H:5]1[C:27]1[CH:32]=[CH:31][CH:30]=[CH:29][CH:28]=1)(=[O:3])[CH3:2]. The yield is 0.730. (3) The reactants are [Cl:1][C:2]1[CH:7]=[CH:6][C:5]([NH:8][CH:9]=O)=[C:4]([C:11]#[N:12])[CH:3]=1. The catalyst is C1COCC1. The product is [NH2:12][CH2:11][C:4]1[CH:3]=[C:2]([Cl:1])[CH:7]=[CH:6][C:5]=1[NH:8][CH3:9]. The yield is 0.460. (4) The reactants are [ClH:1].FC1C(CN)=CC=CN=1.[F:11][C:12]1[CH:13]=[C:14]([CH:17]=[CH:18][N:19]=1)[C:15]#[N:16].Cl. The catalyst is [Pd]. The product is [ClH:1].[F:11][C:12]1[CH:13]=[C:14]([CH2:15][NH2:16])[CH:17]=[CH:18][N:19]=1. The yield is 0.500. (5) The reactants are [N:1]1[C:9]2[C:4](=[N:5][C:6]([N:10]3[CH2:15][CH2:14][CH:13]([N:16]([CH3:18])[CH3:17])[CH2:12][CH2:11]3)=[CH:7][CH:8]=2)[NH:3][CH:2]=1.[C:19](O[C:19]([O:21][C:22]([CH3:25])([CH3:24])[CH3:23])=[O:20])([O:21][C:22]([CH3:25])([CH3:24])[CH3:23])=[O:20].C([O-])(O)=O.[Na+].O1CCCC1.O. The catalyst is O. The product is [C:22]([O:21][C:19]([N:3]1[C:4]2=[N:5][C:6]([N:10]3[CH2:15][CH2:14][CH:13]([N:16]([CH3:18])[CH3:17])[CH2:12][CH2:11]3)=[CH:7][CH:8]=[C:9]2[N:1]=[CH:2]1)=[O:20])([CH3:25])([CH3:24])[CH3:23]. The yield is 0.750. (6) The reactants are Cl.[NH2:2][CH2:3][CH2:4][SH:5].[C:6]1([C:12]([C:20]2[CH:25]=[CH:24][CH:23]=[CH:22][CH:21]=2)([C:14]2[CH:19]=[CH:18][CH:17]=[CH:16][CH:15]=2)O)[CH:11]=[CH:10][CH:9]=[CH:8][CH:7]=1. No catalyst specified. The product is [C:12]([S:5][CH2:4][CH2:3][NH2:2])([C:6]1[CH:11]=[CH:10][CH:9]=[CH:8][CH:7]=1)([C:20]1[CH:21]=[CH:22][CH:23]=[CH:24][CH:25]=1)[C:14]1[CH:15]=[CH:16][CH:17]=[CH:18][CH:19]=1. The yield is 0.852.